This data is from Reaction yield outcomes from USPTO patents with 853,638 reactions. The task is: Predict the reaction yield, written as a fraction of the theoretical maximum amount of product (1.0 means a 100% yield; for example, 0.34 means a 34% yield). The reactants are [CH3:1][CH:2]([CH3:6])[C:3]([NH2:5])=O.F[B-](F)(F)F.C([O+](CC)CC)C.N[C:20]1[C:21]([NH:29][C@H:30]2[CH2:35][CH2:34][C@H:33]([CH2:36][C:37]#[N:38])[CH2:32][CH2:31]2)=[C:22]2[S:28][CH:27]=[CH:26][C:23]2=[N:24][CH:25]=1. The catalyst is O1CCCC1.C(O)C. The product is [CH:2]([C:3]1[N:29]([C@H:30]2[CH2:31][CH2:32][C@H:33]([CH2:36][C:37]#[N:38])[CH2:34][CH2:35]2)[C:21]2=[C:22]3[S:28][CH:27]=[CH:26][C:23]3=[N:24][CH:25]=[C:20]2[N:5]=1)([CH3:6])[CH3:1]. The yield is 0.110.